Dataset: Catalyst prediction with 721,799 reactions and 888 catalyst types from USPTO. Task: Predict which catalyst facilitates the given reaction. (1) Reactant: [Cl:1][C:2]1[C:6]([N:7]2[CH2:11][CH2:10][CH2:9][C:8]2=[O:12])=[CH:5][N:4]([C:13]2[CH:14]=[N:15][CH:16]=[CH:17][CH:18]=2)[N:3]=1.F[C:20](F)(F)S(O[Si](C)(C)C)(=O)=O.[I-].CC(=[NH2+])C.Cl.[OH-].[Na+]. The catalyst class is: 236. Product: [Cl:1][C:2]1[C:6]([N:7]2[CH2:11][CH2:10][C:9](=[CH2:20])[C:8]2=[O:12])=[CH:5][N:4]([C:13]2[CH:14]=[N:15][CH:16]=[CH:17][CH:18]=2)[N:3]=1. (2) Reactant: [CH:1]1([N:6]2[CH2:15][CH2:14][C:13]3[C:8](=[CH:9][CH:10]=[C:11]([C:16]([O-:18])=[O:17])[CH:12]=3)[CH2:7]2)[CH2:5][CH2:4][CH2:3][CH2:2]1.[K+].[CH2:20]([O:24]C(Cl)=O)[CH:21]([CH3:23])[CH3:22]. Product: [C:20]([O:17][C:16]([C:11]1[CH:12]=[C:13]2[C:8](=[CH:9][CH:10]=1)[CH2:7][N:6]([CH:1]1[CH2:2][CH2:3][CH2:4][CH2:5]1)[CH2:15][CH2:14]2)=[O:18])(=[O:24])[CH:21]([CH3:23])[CH3:22]. The catalyst class is: 118. (3) Reactant: F[C:2]1[CH:9]=[CH:8][C:5]([CH:6]=[O:7])=[CH:4][CH:3]=1.[Cl:10][C:11]1[CH:16]=[CH:15][C:14]([SH:17])=[CH:13][CH:12]=1.C([O-])([O-])=O.[K+].[K+].O. Product: [Cl:10][C:11]1[CH:16]=[CH:15][C:14]([S:17][C:2]2[CH:9]=[CH:8][C:5]([CH:6]=[O:7])=[CH:4][CH:3]=2)=[CH:13][CH:12]=1. The catalyst class is: 3. (4) Reactant: [F:1][C:2]1[CH:9]=[C:8](Br)[CH:7]=[CH:6][C:3]=1[C:4]#[N:5].C([Mg]Cl)(C)C.[Mg].ClC(C)C.CN(C)CCOCCN(C)C.C[O:33][B:34](OC)[O:35]C. Product: [F:1][C:2]1[CH:9]=[C:8]([B:34]([OH:35])[OH:33])[CH:7]=[CH:6][C:3]=1[C:4]#[N:5]. The catalyst class is: 7. (5) Reactant: [BH4-].[Na+].[Br:3][C:4]1[CH:19]=[CH:18][C:7]([CH2:8][N:9]2[CH:14]3[CH2:15][CH2:16][CH:10]2[CH2:11][C:12](=[O:17])[CH2:13]3)=[CH:6][CH:5]=1. Product: [Br:3][C:4]1[CH:5]=[CH:6][C:7]([CH2:8][N:9]2[CH:14]3[CH2:15][CH2:16][CH:10]2[CH2:11][CH:12]([OH:17])[CH2:13]3)=[CH:18][CH:19]=1. The catalyst class is: 24. (6) Reactant: [I-].[CH2:2]([N:9]1[C:13]([CH3:14])=[C:12]([CH3:15])[N+:11]([O:16][CH3:17])=[CH:10]1)[C:3]1[CH:8]=[CH:7][CH:6]=[CH:5][CH:4]=1.[F:18][P-:19]([F:24])([F:23])([F:22])([F:21])[F:20].[NH4+]. Product: [F:18][P-:19]([F:24])([F:23])([F:22])([F:21])[F:20].[CH2:2]([N:9]1[C:13]([CH3:14])=[C:12]([CH3:15])[N+:11]([O:16][CH3:17])=[CH:10]1)[C:3]1[CH:4]=[CH:5][CH:6]=[CH:7][CH:8]=1. The catalyst class is: 6. (7) Reactant: S([O:11][CH2:12][CH2:13][O:14][CH2:15][CH2:16][O:17][CH2:18][CH2:19][O:20][CH2:21][CH2:22][O:23][CH2:24][CH2:25][O:26][CH2:27][CH2:28]O)(C1C=CC(C)=CC=1)(=O)=O.[N-:30]=[N+:31]=[N-:32].[Na+]. Product: [N:30]([CH2:28][CH2:27][O:26][CH2:25][CH2:24][O:23][CH2:22][CH2:21][O:20][CH2:19][CH2:18][O:17][CH2:16][CH2:15][O:14][CH2:13][CH2:12][OH:11])=[N+:31]=[N-:32]. The catalyst class is: 9. (8) Reactant: [NH:1]1[CH2:4][CH:3]([C:5]([N:7]2[CH2:13][CH2:12][CH2:11][N:10]([CH:14]3[CH2:17][CH2:16][CH2:15]3)[CH2:9][CH2:8]2)=[O:6])[CH2:2]1.C(N(C(C)C)CC)(C)C.[C:27](OC(=O)C)(=[O:29])[CH3:28]. Product: [C:27]([N:1]1[CH2:2][CH:3]([C:5]([N:7]2[CH2:13][CH2:12][CH2:11][N:10]([CH:14]3[CH2:17][CH2:16][CH2:15]3)[CH2:9][CH2:8]2)=[O:6])[CH2:4]1)(=[O:29])[CH3:28]. The catalyst class is: 4.